The task is: Predict the product of the given reaction.. This data is from Forward reaction prediction with 1.9M reactions from USPTO patents (1976-2016). (1) Given the reactants [Br:1][C:2]1[CH:7]=[CH:6][C:5]([CH2:8][CH2:9][NH:10][C:11](=O)[CH3:12])=[CH:4][CH:3]=1.O=P12OP3(OP(OP(O3)(O1)=O)(=O)O2)=O, predict the reaction product. The product is: [Br:1][C:2]1[CH:7]=[C:6]2[C:5]([CH2:8][CH2:9][N:10]=[C:11]2[CH3:12])=[CH:4][CH:3]=1. (2) Given the reactants O[CH:2]=[C:3]1[C:11]2[C:6](=[CH:7][C:8]([C:12]([C:14]3[CH:19]=[CH:18][C:17]([NH:20][C:21]([C:23]4[N:24]([CH3:29])[N:25]=[C:26]([CH3:28])[CH:27]=4)=[O:22])=[CH:16][CH:15]=3)=[O:13])=[CH:9][CH:10]=2)[NH:5][C:4]1=[O:30].[NH2:31][C:32]1[CH:33]=[C:34]([OH:38])[CH:35]=[CH:36][CH:37]=1, predict the reaction product. The product is: [OH:38][C:34]1[CH:33]=[C:32]([NH:31][CH:2]=[C:3]2[C:11]3[C:6](=[CH:7][C:8]([C:12]([C:14]4[CH:19]=[CH:18][C:17]([NH:20][C:21]([C:23]5[N:24]([CH3:29])[N:25]=[C:26]([CH3:28])[CH:27]=5)=[O:22])=[CH:16][CH:15]=4)=[O:13])=[CH:9][CH:10]=3)[NH:5][C:4]2=[O:30])[CH:37]=[CH:36][CH:35]=1. (3) Given the reactants [NH2:1][C:2]1[CH:3]=[C:4]([OH:11])[C:5](=[CH:9][CH:10]=1)[C:6]([NH2:8])=[O:7].C(Cl)Cl.Cl[C:16](=[O:29])[CH2:17][CH2:18][CH2:19][CH2:20][CH2:21][CH2:22][CH2:23][CH2:24][C:25]([O:27]C)=[O:26], predict the reaction product. The product is: [C:25]([CH2:24][CH2:23][CH2:22][CH2:21][CH2:20][CH2:19][CH2:18][CH2:17][C:16]([NH:1][C:2]1[CH:10]=[CH:9][C:5]([C:6]([NH2:8])=[O:7])=[C:4]([OH:11])[CH:3]=1)=[O:29])([OH:27])=[O:26]. (4) The product is: [ClH:3].[NH2:5][C:6]1[N:11]=[CH:10][C:9](/[CH:12]=[CH:13]/[C:14]([N:37]([CH2:22][C:21]2[CH:25]=[CH:26][CH:27]=[C:28]([O:29][CH3:30])[C:20]=2[O:19][CH2:17][CH3:18])[CH3:35])=[O:16])=[CH:8][CH:7]=1. Given the reactants C(Cl)C[Cl:3].[NH2:5][C:6]1[N:11]=[CH:10][C:9](/[CH:12]=[CH:13]/[C:14]([OH:16])=O)=[CH:8][CH:7]=1.[CH2:17]([O:19][C:20]1[C:28]([O:29][CH3:30])=[CH:27][CH:26]=[CH:25][C:21]=1[CH2:22]CN)[CH3:18].C1C=CC2N(O)N=[N:37][C:35]=2C=1.O.CCN(C(C)C)C(C)C.Cl, predict the reaction product.